This data is from Reaction yield outcomes from USPTO patents with 853,638 reactions. The task is: Predict the reaction yield, written as a fraction of the theoretical maximum amount of product (1.0 means a 100% yield; for example, 0.34 means a 34% yield). (1) The reactants are [N:1]1[C:8](Cl)=[N:7][C:5](Cl)=[N:4][C:2]=1[Cl:3].[CH3:10][C:11]1[CH:15]=[C:14]([CH3:16])[NH:13][N:12]=1. The catalyst is CC(C)=O.O. The product is [Cl:3][C:2]1[N:1]=[C:8]([N:12]2[C:11]([CH3:10])=[CH:15][C:14]([CH3:16])=[N:13]2)[N:7]=[C:5]([N:12]2[C:11]([CH3:10])=[CH:15][C:14]([CH3:16])=[N:13]2)[N:4]=1. The yield is 0.420. (2) The reactants are [O:1]1[CH2:6][CH2:5][N:4]([C:7]2[CH:8]=[N:9][CH:10]=[C:11]([N+:14]([O-])=O)[C:12]=2[NH2:13])[CH2:3][CH2:2]1. The catalyst is CO.[Pd]. The product is [O:1]1[CH2:6][CH2:5][N:4]([C:7]2[C:12]([NH2:13])=[C:11]([NH2:14])[CH:10]=[N:9][CH:8]=2)[CH2:3][CH2:2]1. The yield is 0.370.